From a dataset of Forward reaction prediction with 1.9M reactions from USPTO patents (1976-2016). Predict the product of the given reaction. (1) Given the reactants [NH:1]1[CH:5]=[CH:4][CH:3]=[C:2]1[C:6]([N:8]1[CH2:12][CH2:11][CH:10]([C:13]2[CH:21]=[CH:20][C:16]([C:17](O)=[O:18])=[CH:15][C:14]=2[C:22]([F:25])([F:24])[F:23])[CH2:9]1)=[O:7].[I-].ClC1C=CC=C[N+]=1C.[C:35]([NH:45][C:46]([NH2:48])=[NH:47])([O:37][CH2:38][C:39]1[CH:44]=[CH:43][CH:42]=[CH:41][CH:40]=1)=[O:36].C(N(CC)C(C)C)(C)C, predict the reaction product. The product is: [NH:1]1[CH:5]=[CH:4][CH:3]=[C:2]1[C:6]([N:8]1[CH2:12][CH2:11][CH:10]([C:13]2[CH:21]=[CH:20][C:16]([C:17]([NH:47][C:46]([NH:45][C:35]([O:37][CH2:38][C:39]3[CH:44]=[CH:43][CH:42]=[CH:41][CH:40]=3)=[O:36])=[NH:48])=[O:18])=[CH:15][C:14]=2[C:22]([F:25])([F:23])[F:24])[CH2:9]1)=[O:7]. (2) The product is: [F:1][C:2]1[CH:7]=[CH:6][C:5]([CH2:8][C:9]2[CH:18]=[C:17]3[C:12]([C:13]([OH:25])=[C:14]([C:20]([NH:32][CH2:31][CH2:30][O:29][CH2:26][CH2:27][CH3:28])=[O:21])[C:15](=[O:19])[NH:16]3)=[N:11][CH:10]=2)=[CH:4][CH:3]=1. Given the reactants [F:1][C:2]1[CH:7]=[CH:6][C:5]([CH2:8][C:9]2[CH:18]=[C:17]3[C:12]([C:13]([OH:25])=[C:14]([C:20](OCC)=[O:21])[C:15](=[O:19])[NH:16]3)=[N:11][CH:10]=2)=[CH:4][CH:3]=1.[CH2:26]([O:29][CH2:30][CH2:31][NH2:32])[CH2:27][CH3:28], predict the reaction product.